From a dataset of Full USPTO retrosynthesis dataset with 1.9M reactions from patents (1976-2016). Predict the reactants needed to synthesize the given product. (1) Given the product [C:23]1([C@H:15]2[CH2:14][CH2:13][NH:18][CH2:17][C@@H:16]2[CH2:19][OH:20])[CH:24]=[CH:25][CH:26]=[CH:27][CH:28]=1, predict the reactants needed to synthesize it. The reactants are: [H-].[Al+3].[Li+].[H-].[H-].[H-].C1COCC1.O=[C:13]1[NH:18][CH2:17][C@H:16]([C:19](OC)=[O:20])[C@@H:15]([C:23]2[CH:28]=[CH:27][CH:26]=[CH:25][CH:24]=2)[CH2:14]1.[OH-].[Na+]. (2) Given the product [Br:21][C:22]1[CH:27]=[C:16]([CH2:15][C:12]2[CH:11]=[CH:10][C:9]([CH2:7][CH3:8])=[CH:14][CH:13]=2)[C:25]([C:29]#[N:30])=[C:24]([O:5][CH3:2])[CH:23]=1, predict the reactants needed to synthesize it. The reactants are: C[C:2]([O-:5])(C)C.[K+].[CH2:7]([C:9]1[CH:14]=[CH:13][C:12]([CH2:15][C:16](OCC)=O)=[CH:11][CH:10]=1)[CH3:8].[Br:21][C:22]1[CH:27]=C(F)[C:25]([C:29]#[N:30])=[C:24](F)[CH:23]=1.[OH-].[Na+].Cl. (3) Given the product [OH:30][CH2:29][C@H:26]1[CH2:25][CH2:24][C@H:23]([C:10]2[CH:11]=[CH:12][C:13]([OH:15])=[CH:14][C:9]=2[OH:8])[CH2:28][CH2:27]1, predict the reactants needed to synthesize it. The reactants are: [Si]([O:8][C:9]1[CH:14]=[C:13]([O:15][Si](C(C)(C)C)(C)C)[CH:12]=[CH:11][C:10]=1[C@H:23]1[CH2:28][CH2:27][C@H:26]([CH2:29][OH:30])[CH2:25][CH2:24]1)(C(C)(C)C)(C)C.[F-].C([N+](CCCC)(CCCC)CCCC)CCC.